From a dataset of Forward reaction prediction with 1.9M reactions from USPTO patents (1976-2016). Predict the product of the given reaction. Given the reactants [OH-].[Na+:2].[CH:3]1([C:6]([C:8]2[CH:37]=[CH:36][C:11]3[N:12]([CH2:16][CH2:17][O:18][C:19]4[CH:24]=[CH:23][C:22]([CH2:25][C@H:26]([O:30][CH2:31][C:32]([F:35])([F:34])[F:33])[C:27]([OH:29])=[O:28])=[CH:21][CH:20]=4)[C:13](=[O:15])[S:14][C:10]=3[CH:9]=2)=[O:7])[CH2:5][CH2:4]1, predict the reaction product. The product is: [CH:3]1([C:6]([C:8]2[CH:37]=[CH:36][C:11]3[N:12]([CH2:16][CH2:17][O:18][C:19]4[CH:24]=[CH:23][C:22]([CH2:25][C@H:26]([O:30][CH2:31][C:32]([F:33])([F:34])[F:35])[C:27]([O-:29])=[O:28])=[CH:21][CH:20]=4)[C:13](=[O:15])[S:14][C:10]=3[CH:9]=2)=[O:7])[CH2:5][CH2:4]1.[Na+:2].